The task is: Predict the product of the given reaction.. This data is from Forward reaction prediction with 1.9M reactions from USPTO patents (1976-2016). (1) The product is: [N:12]1[C:13]2[C:8](=[CH:7][C:6]([C:4](=[O:5])[CH3:17])=[CH:15][CH:14]=2)[CH:9]=[CH:10][CH:11]=1. Given the reactants CON(C)[C:4]([C:6]1[CH:7]=[C:8]2[C:13](=[CH:14][CH:15]=1)[N:12]=[CH:11][CH:10]=[CH:9]2)=[O:5].[CH3:17][Mg]Br.Cl, predict the reaction product. (2) Given the reactants [CH3:1][O:2][C:3]1[CH:4]=[CH:5][C:6]2[O:10][C:9](B(O)O)=[CH:8][C:7]=2[CH:14]=1.Br[C:16]1[N:21]=[N:20][C:19]([NH2:22])=[CH:18][CH:17]=1.CCN(CC)CC, predict the reaction product. The product is: [CH3:1][O:2][C:3]1[CH:4]=[CH:5][C:6]2[O:10][C:9]([C:16]3[N:21]=[N:20][C:19]([NH2:22])=[CH:18][CH:17]=3)=[CH:8][C:7]=2[CH:14]=1. (3) The product is: [NH2:1][C:2]1[C:3]([C:14]([OH:16])=[O:15])=[N:4][C:5]([CH:8]2[CH2:13][CH2:12][CH2:11][CH2:10][CH2:9]2)=[CH:6][CH:7]=1. Given the reactants [NH2:1][C:2]1[C:3]([C:14]([O:16]C)=[O:15])=[N:4][C:5]([CH:8]2[CH2:13][CH2:12][CH2:11][CH2:10][CH2:9]2)=[CH:6][CH:7]=1.[Li+].[OH-].Cl, predict the reaction product. (4) The product is: [CH3:30][C:22]1[CH:23]=[CH:24][CH:25]=[C:26]([N+:27]([O-:29])=[O:28])[C:21]=1[C:9]1[CH2:14][C:13]([CH3:15])([CH3:16])[CH2:12][C:11]([CH3:18])([CH3:17])[CH:10]=1. Given the reactants CC1(C)C(C)(C)OB([C:9]2[CH2:14][C:13]([CH3:16])([CH3:15])[CH2:12][C:11]([CH3:18])([CH3:17])[CH:10]=2)O1.Br[C:21]1[C:26]([N+:27]([O-:29])=[O:28])=[CH:25][CH:24]=[CH:23][C:22]=1[CH3:30].P([O-])([O-])([O-])=O.[K+].[K+].[K+].COCCOC, predict the reaction product. (5) Given the reactants [F:1][C:2]1[CH:3]=[C:4]([CH:9]([F:13])[C:10]([OH:12])=O)[CH:5]=[C:6]([F:8])[CH:7]=1.[NH2:14][C@H:15]([C:17]([NH:19][CH:20]1[N:26]=[C:25]([C:27]2[CH:32]=[CH:31][CH:30]=[CH:29][CH:28]=2)[C:24]2[CH:33]=[CH:34][CH:35]=[CH:36][C:23]=2[N:22]([CH3:37])[C:21]1=[O:38])=[O:18])[CH3:16], predict the reaction product. The product is: [F:8][C:6]1[CH:5]=[C:4]([CH:9]([F:13])[C:10]([NH:14][C@H:15]([C:17]([NH:19][CH:20]2[N:26]=[C:25]([C:27]3[CH:32]=[CH:31][CH:30]=[CH:29][CH:28]=3)[C:24]3[CH:33]=[CH:34][CH:35]=[CH:36][C:23]=3[N:22]([CH3:37])[C:21]2=[O:38])=[O:18])[CH3:16])=[O:12])[CH:3]=[C:2]([F:1])[CH:7]=1. (6) Given the reactants C([O:8][C:9]1[C:22]2[O:21][CH2:20][CH2:19][N:18]3[C:14](=[C:15]([CH:31]4[CH2:36][CH2:35][CH2:34][CH2:33][CH2:32]4)[C:16]4[CH:26]=[CH:25][C:24]([C:27]([O:29][CH3:30])=[O:28])=[CH:23][C:17]=43)[C:13]=2[CH:12]=[CH:11][CH:10]=1)C1C=CC=CC=1.Br.C(O)(=O)C, predict the reaction product. The product is: [CH:31]1([C:15]2[C:16]3[CH:26]=[CH:25][C:24]([C:27]([O:29][CH3:30])=[O:28])=[CH:23][C:17]=3[N:18]3[C:14]=2[C:13]2[CH:12]=[CH:11][CH:10]=[C:9]([OH:8])[C:22]=2[O:21][CH2:20][CH2:19]3)[CH2:32][CH2:33][CH2:34][CH2:35][CH2:36]1.